From a dataset of Catalyst prediction with 721,799 reactions and 888 catalyst types from USPTO. Predict which catalyst facilitates the given reaction. (1) Reactant: [C:1]([C:5]1[CH:23]=[C:8]2[N:9]=[C:10]([CH3:22])[C:11]([CH:14]([CH2:19][CH2:20][CH3:21])[C:15]([O:17][CH3:18])=[O:16])=[C:12](Cl)[N:7]2[N:6]=1)([CH3:4])([CH3:3])[CH3:2].[CH3:24][C:25]1[CH:30]=[C:29]([CH3:31])[CH:28]=[CH:27][C:26]=1B(O)O.C(N(C(C)C)CC)(C)C. Product: [C:1]([C:5]1[CH:23]=[C:8]2[N:9]=[C:10]([CH3:22])[C:11]([CH:14]([CH2:19][CH2:20][CH3:21])[C:15]([O:17][CH3:18])=[O:16])=[C:12]([C:26]3[CH:27]=[CH:28][C:29]([CH3:31])=[CH:30][C:25]=3[CH3:24])[N:7]2[N:6]=1)([CH3:4])([CH3:3])[CH3:2]. The catalyst class is: 149. (2) Reactant: N1C=CC=CC=1.Cl.[CH3:8][NH:9][O:10][CH3:11].[C:12](Cl)(=[O:16])[CH2:13][CH2:14][CH3:15]. Product: [CH3:11][O:10][N:9]([CH3:8])[C:12](=[O:16])[CH2:13][CH2:14][CH3:15]. The catalyst class is: 34. (3) Reactant: [Cl:1][C:2]1[CH:8]=[C:7]([O:9][C:10]2[C:19]3[C:14](=[CH:15][C:16]([O:22][CH3:23])=[C:17]([O:20][CH3:21])[CH:18]=3)[N:13]=[CH:12][N:11]=2)[CH:6]=[CH:5][C:3]=1[NH2:4].ClC(Cl)(O[C:28](=[O:34])OC(Cl)(Cl)Cl)Cl.Cl.[CH3:37][NH2:38].CO. Product: [Cl:1][C:2]1[CH:8]=[C:7]([O:9][C:10]2[C:19]3[C:14](=[CH:15][C:16]([O:22][CH3:23])=[C:17]([O:20][CH3:21])[CH:18]=3)[N:13]=[CH:12][N:11]=2)[CH:6]=[CH:5][C:3]=1[NH:4][C:28]([NH:38][CH3:37])=[O:34]. The catalyst class is: 542. (4) Reactant: [CH3:1][N:2]1[C:6]([CH3:7])=[CH:5][C:4]([C:8]([CH:10]2[CH2:16][CH2:15][CH2:14][C:13]3[CH:17]=[C:18]([N:22]4[CH2:26][C@H:25]([CH2:27][NH:28][C:29](=[O:31])[CH3:30])[O:24][C:23]4=[O:32])[CH:19]=[C:20]([F:21])[C:12]=3[C:11]2=O)=O)=[N:3]1.O.[NH2:35][NH2:36].[Cl-].[NH4+]. Product: [CH3:1][N:2]1[C:6]([CH3:7])=[CH:5][C:4]([C:8]2[C:10]3[CH2:16][CH2:15][CH2:14][C:13]4[CH:17]=[C:18]([N:22]5[CH2:26][C@H:25]([CH2:27][NH:28][C:29](=[O:31])[CH3:30])[O:24][C:23]5=[O:32])[CH:19]=[C:20]([F:21])[C:12]=4[C:11]=3[NH:36][N:35]=2)=[N:3]1. The catalyst class is: 8.